From a dataset of Reaction yield outcomes from USPTO patents with 853,638 reactions. Predict the reaction yield, written as a fraction of the theoretical maximum amount of product (1.0 means a 100% yield; for example, 0.34 means a 34% yield). (1) The reactants are [CH3:1][O:2][C:3](=[O:21])/[CH:4]=[CH:5]/[C:6]1[CH:11]=[CH:10][C:9]([CH:12]2[CH2:16][CH2:15][CH2:14][N:13]2[CH2:17][CH2:18][C:19]#[CH:20])=[CH:8][CH:7]=1.[CH2:22]([N:29]=[N+:30]=[N-:31])[C:23]1[CH:28]=[CH:27][CH:26]=[CH:25][CH:24]=1.O=C1O[C@H]([C@H](CO)O)C([O-])=C1O.[Na+]. The catalyst is O.C(O)(C)(C)C.O.O.O.O.O.S([O-])([O-])(=O)=O.[Cu+2]. The product is [CH3:1][O:2][C:3](=[O:21])/[CH:4]=[CH:5]/[C:6]1[CH:11]=[CH:10][C:9]([CH:12]2[CH2:16][CH2:15][CH2:14][N:13]2[CH2:17][CH2:18][C:19]2[N:31]=[N:30][N:29]([CH2:22][C:23]3[CH:28]=[CH:27][CH:26]=[CH:25][CH:24]=3)[CH:20]=2)=[CH:8][CH:7]=1. The yield is 0.720. (2) The reactants are I[CH2:2][CH:3]1[CH2:5][CH2:4]1.[OH:6][NH:7][C:8]1[CH:18]=[CH:17][CH:16]=[CH:15][C:9]=1[C:10]([O:12][CH2:13][CH3:14])=[O:11]. No catalyst specified. The product is [CH:5]1([CH2:4][O:6][NH:7][C:8]2[CH:18]=[CH:17][CH:16]=[CH:15][C:9]=2[C:10]([O:12][CH2:13][CH3:14])=[O:11])[CH2:3][CH2:2]1. The yield is 0.500. (3) The reactants are [CH3:1][C:2]([NH2:11])([CH2:4][C:5]1[CH:6]=[CH:7][CH:8]=[CH:9][CH:10]=1)[CH3:3].Cl.N1C=CC=CC=1.[F:19][C:20]([F:31])([F:30])[C:21](O[C:21](=[O:22])[C:20]([F:31])([F:30])[F:19])=[O:22]. The catalyst is C(Cl)Cl. The product is [CH3:3][C:2]([NH:11][C:21](=[O:22])[C:20]([F:31])([F:30])[F:19])([CH3:1])[CH2:4][C:5]1[CH:6]=[CH:7][CH:8]=[CH:9][CH:10]=1. The yield is 0.960. (4) The reactants are [F:1][C:2]1[CH:7]=[CH:6][CH:5]=[C:4]([F:8])[C:3]=1[N:9]1[C:14]2[N:15]=[C:16](S(C)=O)[N:17]=[C:18]([C:19]3[CH:20]=[C:21]([CH:28]=[CH:29][C:30]=3[CH3:31])[C:22]([NH:24][CH2:25][CH2:26][CH3:27])=[O:23])[C:13]=2[CH2:12][NH:11][C:10]1=[O:35].[CH3:36][N:37]([CH3:43])[CH2:38][CH2:39][CH2:40][NH:41][CH3:42]. The catalyst is C(Cl)Cl. The product is [F:1][C:2]1[CH:7]=[CH:6][CH:5]=[C:4]([F:8])[C:3]=1[N:9]1[C:14]2[N:15]=[C:16]([N:41]([CH2:40][CH2:39][CH2:38][N:37]([CH3:43])[CH3:36])[CH3:42])[N:17]=[C:18]([C:19]3[CH:20]=[C:21]([CH:28]=[CH:29][C:30]=3[CH3:31])[C:22]([NH:24][CH2:25][CH2:26][CH3:27])=[O:23])[C:13]=2[CH2:12][NH:11][C:10]1=[O:35]. The yield is 0.720. (5) The reactants are [N:1]1[CH:6]=[CH:5][C:4]([NH2:7])=[CH:3][CH:2]=1.C[Si]([N-][Si](C)(C)C)(C)C.[Na+].[Br-].Cl[C:20]1[C:25]2=[C:26]([CH2:29][N+](CC)(CC)CC)[CH:27]=[CH:28][N:24]2[N:23]=[CH:22][N:21]=1.C(OC(=O)[NH:43][CH:44]1[CH2:49][CH2:48][NH:47][CH2:46][CH2:45]1)(C)(C)C. The catalyst is C1COCC1.CN(C=O)C. The product is [NH2:7][CH:4]1[CH2:5][CH2:6][N:1]([CH2:29][C:26]2[CH:27]=[CH:28][N:24]3[C:25]=2[C:20]([NH:43][C:44]2[CH:49]=[CH:48][N:47]=[CH:46][CH:45]=2)=[N:21][CH:22]=[N:23]3)[CH2:2][CH2:3]1. The yield is 0.530. (6) The reactants are [CH2:1]([N:6]1[C:27]2[C:22](=[CH:23][CH:24]=[CH:25][CH:26]=2)[C:8]2([CH2:20]C[C:18](=[O:21])[C:17]3[C:9]2=[CH:10][C:11]2[O:15][CH2:14][O:13][C:12]=2[CH:16]=3)[C:7]1=[O:28])[CH2:2][CH2:3][CH2:4][CH3:5].[BH4-].[Na+].O. The catalyst is CO. The product is [OH:21][CH:18]1[C:17]2[C:9](=[CH:10][C:11]3[O:15][CH2:14][O:13][C:12]=3[CH:16]=2)[C:8]2([C:22]3[C:27](=[CH:26][CH:25]=[CH:24][CH:23]=3)[N:6]([CH2:1][CH2:2][CH2:3][CH2:4][CH3:5])[C:7]2=[O:28])[CH2:20]1. The yield is 0.900.